This data is from Catalyst prediction with 721,799 reactions and 888 catalyst types from USPTO. The task is: Predict which catalyst facilitates the given reaction. (1) Reactant: [Cl:1][C:2]1[CH:3]=[C:4]([NH:17][C:18]2[C:27]3[C:22](=[CH:23][C:24]([O:31][CH3:32])=[C:25]([N+:28]([O-])=O)[CH:26]=3)[N:21]=[CH:20][N:19]=2)[CH:5]=[CH:6][C:7]=1[O:8][CH2:9][C:10]1[CH:15]=[CH:14][CH:13]=[C:12]([F:16])[CH:11]=1. Product: [Cl:1][C:2]1[CH:3]=[C:4]([NH:17][C:18]2[C:27]3[C:22](=[CH:23][C:24]([O:31][CH3:32])=[C:25]([NH2:28])[CH:26]=3)[N:21]=[CH:20][N:19]=2)[CH:5]=[CH:6][C:7]=1[O:8][CH2:9][C:10]1[CH:15]=[CH:14][CH:13]=[C:12]([F:16])[CH:11]=1. The catalyst class is: 94. (2) Reactant: [Cl:1][C:2]1[CH:3]=[C:4]([N:9]2[C:13](=[O:14])[NH:12][C:11]([C:15]3[CH:22]=[CH:21][C:18]([C:19]#N)=[CH:17][CH:16]=3)=[N:10]2)[CH:5]=[CH:6][C:7]=1[Cl:8].C(C1C=CC(C(=O)C(O)=[O:33])=CC=1)#N.Cl.ClC1C=C(NN)C=CC=1Cl.Cl. Product: [Cl:1][C:2]1[CH:3]=[C:4]([N:9]2[C:13](=[O:14])[NH:12][C:11]([C:15]3[CH:22]=[CH:21][C:18]([CH:19]=[O:33])=[CH:17][CH:16]=3)=[N:10]2)[CH:5]=[CH:6][C:7]=1[Cl:8]. The catalyst class is: 6. (3) Reactant: [C:1]([O:4][CH2:5]/[C:6](/[C:17]1[CH:22]=[CH:21][C:20]([S:23]([CH3:26])(=[O:25])=[O:24])=[CH:19][CH:18]=1)=[C:7](/[C:11]1[CH:16]=[CH:15][CH:14]=[CH:13][CH:12]=1)\[C:8]([OH:10])=[O:9])(=[O:3])[CH3:2].[N+:27]([O-:41])([O:29][CH2:30][C@H:31]([O:37][N+:38]([O-:40])=[O:39])[CH2:32][CH2:33][CH2:34][CH2:35]O)=[O:28].CCN=C=NCCCN(C)C.C(OC(=O)C)(=O)C. Product: [C:1]([O:4][CH2:5]/[C:6](/[C:17]1[CH:22]=[CH:21][C:20]([S:23]([CH3:26])(=[O:25])=[O:24])=[CH:19][CH:18]=1)=[C:7](/[C:11]1[CH:16]=[CH:15][CH:14]=[CH:13][CH:12]=1)\[C:8]([O:10][CH2:35][CH2:34][CH2:33][CH2:32][C@@H:31]([O:37][N+:38]([O-:40])=[O:39])[CH2:30][O:29][N+:27]([O-:41])=[O:28])=[O:9])(=[O:3])[CH3:2]. The catalyst class is: 166. (4) Product: [C:41]([C:36]1([C@H:34]([NH:33][C:21]([C:20]2[C:14]3[C:15](=[N:16][CH:17]=[C:12]([C:6]4[C:5]5[C:9](=[CH:10][C:2]([F:1])=[CH:3][CH:4]=5)[N:8]([CH3:11])[N:7]=4)[N:13]=3)[N:18]([CH2:24][O:25][CH2:26][CH2:27][Si:28]([CH3:30])([CH3:29])[CH3:31])[CH:19]=2)=[O:23])[CH3:35])[CH2:40][CH2:39][CH2:38][CH2:37]1)#[N:42]. Reactant: [F:1][C:2]1[CH:10]=[C:9]2[C:5]([C:6]([C:12]3[N:13]=[C:14]4[C:20]([C:21]([OH:23])=O)=[CH:19][N:18]([CH2:24][O:25][CH2:26][CH2:27][Si:28]([CH3:31])([CH3:30])[CH3:29])[C:15]4=[N:16][CH:17]=3)=[N:7][N:8]2[CH3:11])=[CH:4][CH:3]=1.Cl.[NH2:33][C@@H:34]([C:36]1([C:41]#[N:42])[CH2:40][CH2:39][CH2:38][CH2:37]1)[CH3:35].C(Cl)CCl.C1C=CC2N(O)N=NC=2C=1.CCN(C(C)C)C(C)C. The catalyst class is: 3. (5) Reactant: Br[C:2]1[S:3][C:4]([C:7]([NH:9][CH2:10][C:11]2[C:20](=[O:21])[C:19]3[C:14](=[CH:15][C:16]([Cl:22])=[CH:17][CH:18]=3)[N:13]([C:23]3[CH:28]=[CH:27][CH:26]=[CH:25][CH:24]=3)[CH:12]=2)=[O:8])=[CH:5][N:6]=1.[NH:29]1[CH2:34][CH2:33][CH2:32][CH2:31][CH2:30]1. Product: [Cl:22][C:16]1[CH:15]=[C:14]2[C:19]([C:20](=[O:21])[C:11]([CH2:10][NH:9][C:7]([C:4]3[S:3][C:2]([N:29]4[CH2:34][CH2:33][CH2:32][CH2:31][CH2:30]4)=[N:6][CH:5]=3)=[O:8])=[CH:12][N:13]2[C:23]2[CH:28]=[CH:27][CH:26]=[CH:25][CH:24]=2)=[CH:18][CH:17]=1. The catalyst class is: 37. (6) Reactant: [CH3:1][O:2][C:3]1[CH:4]=[C:5]2[C:10](=[CH:11][CH:12]=1)[C:9]([CH3:17])([C:13]([F:16])([F:15])[F:14])[O:8][C:7](=[O:18])[CH2:6]2.[BH4-].[Na+].O. Product: [CH3:1][O:2][C:3]1[CH:4]=[C:5]2[C:10](=[CH:11][CH:12]=1)[C:9]([CH3:17])([C:13]([F:14])([F:15])[F:16])[O:8][CH:7]([OH:18])[CH2:6]2. The catalyst class is: 7. (7) Reactant: [Cl:1][C:2]1[C:3]([N:10]2[CH2:15][CH2:14][C@@H:13]([O:16][C:17]3[CH:22]=[CH:21][C:20]([N:23]4[CH2:27][C@H:26]([O:28][CH2:29][CH2:30][CH2:31][O:32][CH3:33])[C@@H:25]([CH3:34])[C@@H:24]4[CH2:35][C:36]([O:38][CH2:39][CH3:40])=[O:37])=[CH:19][CH:18]=3)[C@H:12]([CH3:41])[CH2:11]2)=[CH:4][C:5]([O:8][CH3:9])=[N:6][CH:7]=1.[BH-](OC(C)=O)(OC(C)=O)OC(C)=O.[Na+].OP([O-])([O-])=O.[K+].[K+]. Product: [Cl:1][C:2]1[C:3]([N:10]2[CH2:15][CH2:14][C@@H:13]([O:16][C:17]3[CH:18]=[CH:19][C:20]([NH:23][CH2:27][C@H:26]([O:28][CH2:29][CH2:30][CH2:31][O:32][CH3:33])[C@@H:25]([CH3:34])/[CH:24]=[CH:35]\[C:36]([O:38][CH2:39][CH3:40])=[O:37])=[CH:21][CH:22]=3)[C@H:12]([CH3:41])[CH2:11]2)=[CH:4][C:5]([O:8][CH3:9])=[N:6][CH:7]=1. The catalyst class is: 2. (8) Reactant: F[C:2]1[N:7]=[CH:6][C:5]([C:8]2[C:17]3[C:12](=[CH:13][C:14]([O:20][CH3:21])=[C:15]([O:18][CH3:19])[CH:16]=3)[CH:11]=[CH:10][N:9]=2)=[CH:4][CH:3]=1.[CH3:22][C@H:23]1[O:28][C@@H:27]([CH3:29])[CH2:26][NH:25][CH2:24]1.O.CCOC(C)=O. Product: [CH3:29][C@H:27]1[CH2:26][N:25]([C:2]2[N:7]=[CH:6][C:5]([C:8]3[C:17]4[C:12](=[CH:13][C:14]([O:20][CH3:21])=[C:15]([O:18][CH3:19])[CH:16]=4)[CH:11]=[CH:10][N:9]=3)=[CH:4][CH:3]=2)[CH2:24][C@@H:23]([CH3:22])[O:28]1. The catalyst class is: 16.